This data is from Peptide-MHC class II binding affinity with 134,281 pairs from IEDB. The task is: Regression. Given a peptide amino acid sequence and an MHC pseudo amino acid sequence, predict their binding affinity value. This is MHC class II binding data. The peptide sequence is YDKFLANPSTVLTGK. The MHC is DRB1_1001 with pseudo-sequence DRB1_1001. The binding affinity (normalized) is 0.624.